Dataset: NCI-60 drug combinations with 297,098 pairs across 59 cell lines. Task: Regression. Given two drug SMILES strings and cell line genomic features, predict the synergy score measuring deviation from expected non-interaction effect. (1) Drug 1: CCN(CC)CCCC(C)NC1=C2C=C(C=CC2=NC3=C1C=CC(=C3)Cl)OC. Drug 2: C1CCC(C(C1)N)N.C(=O)(C(=O)[O-])[O-].[Pt+4]. Cell line: CCRF-CEM. Synergy scores: CSS=53.3, Synergy_ZIP=1.94, Synergy_Bliss=0.688, Synergy_Loewe=-13.5, Synergy_HSA=3.83. (2) Drug 1: C1=CC(=CC=C1CCCC(=O)O)N(CCCl)CCCl. Drug 2: C1=NC2=C(N1)C(=S)N=C(N2)N. Cell line: OVCAR3. Synergy scores: CSS=67.1, Synergy_ZIP=-9.22, Synergy_Bliss=-4.40, Synergy_Loewe=-6.70, Synergy_HSA=-0.480. (3) Drug 1: CN(CC1=CN=C2C(=N1)C(=NC(=N2)N)N)C3=CC=C(C=C3)C(=O)NC(CCC(=O)O)C(=O)O. Drug 2: N.N.Cl[Pt+2]Cl. Cell line: NCI-H522. Synergy scores: CSS=87.1, Synergy_ZIP=-3.67, Synergy_Bliss=-3.90, Synergy_Loewe=-1.04, Synergy_HSA=1.12. (4) Synergy scores: CSS=3.83, Synergy_ZIP=-5.35, Synergy_Bliss=-2.07, Synergy_Loewe=-0.429, Synergy_HSA=-0.180. Cell line: HCT116. Drug 1: C1CC(=O)NC(=O)C1N2CC3=C(C2=O)C=CC=C3N. Drug 2: COC1=C(C=C2C(=C1)N=CN=C2NC3=CC(=C(C=C3)F)Cl)OCCCN4CCOCC4. (5) Drug 1: CCC1=CC2CC(C3=C(CN(C2)C1)C4=CC=CC=C4N3)(C5=C(C=C6C(=C5)C78CCN9C7C(C=CC9)(C(C(C8N6C)(C(=O)OC)O)OC(=O)C)CC)OC)C(=O)OC.C(C(C(=O)O)O)(C(=O)O)O. Drug 2: C1=CC=C(C(=C1)C(C2=CC=C(C=C2)Cl)C(Cl)Cl)Cl. Cell line: SW-620. Synergy scores: CSS=66.0, Synergy_ZIP=8.35, Synergy_Bliss=8.62, Synergy_Loewe=-42.7, Synergy_HSA=9.38. (6) Drug 1: CCC1(CC2CC(C3=C(CCN(C2)C1)C4=CC=CC=C4N3)(C5=C(C=C6C(=C5)C78CCN9C7C(C=CC9)(C(C(C8N6C)(C(=O)OC)O)OC(=O)C)CC)OC)C(=O)OC)O.OS(=O)(=O)O. Drug 2: C1CN(CCN1C(=O)CCBr)C(=O)CCBr. Cell line: UACC62. Synergy scores: CSS=22.8, Synergy_ZIP=-5.81, Synergy_Bliss=4.11, Synergy_Loewe=3.42, Synergy_HSA=4.79.